Dataset: Forward reaction prediction with 1.9M reactions from USPTO patents (1976-2016). Task: Predict the product of the given reaction. (1) Given the reactants [CH:1]1([N:6]2[C:14]3[C:9](=[CH:10][CH:11]=[CH:12][C:13]=3[F:15])[C:8]([C:16]3[CH:21]=[CH:20][C:19]([O:22]C)=[C:18]([CH3:24])[CH:17]=3)=[N:7]2)[CH2:5][CH2:4][CH2:3][CH2:2]1.B(Br)(Br)Br.C1CCCCC=1, predict the reaction product. The product is: [CH:1]1([N:6]2[C:14]3[C:9](=[CH:10][CH:11]=[CH:12][C:13]=3[F:15])[C:8]([C:16]3[CH:21]=[CH:20][C:19]([OH:22])=[C:18]([CH3:24])[CH:17]=3)=[N:7]2)[CH2:5][CH2:4][CH2:3][CH2:2]1. (2) Given the reactants [CH3:1][O:2][C:3]1[CH:12]=[CH:11][C:10]([NH2:13])=[CH:9][C:4]=1[C:5]([O:7][CH3:8])=[O:6].C1C=C(O[C:21](OC2N=CC=CC=2)=[S:22])N=CC=1, predict the reaction product. The product is: [CH3:1][O:2][C:3]1[CH:12]=[CH:11][C:10]([N:13]=[C:21]=[S:22])=[CH:9][C:4]=1[C:5]([O:7][CH3:8])=[O:6]. (3) Given the reactants Br[C:2]1[O:6][C:5]([CH:7]([O:10][C:11]2[C:12]([F:21])=[C:13]([C:17]([F:20])=[CH:18][CH:19]=2)[C:14]([NH2:16])=[O:15])[CH2:8][CH3:9])=[N:4][C:3]=1[C:22]1[CH:27]=[CH:26][C:25]([Cl:28])=[CH:24][CH:23]=1.[CH2:29]([Sn](CCCC)(CCCC)CCCC)[CH:30]=[CH2:31].O, predict the reaction product. The product is: [CH2:31]([C:2]1[O:6][C:5]([CH:7]([O:10][C:11]2[C:12]([F:21])=[C:13]([C:17]([F:20])=[CH:18][CH:19]=2)[C:14]([NH2:16])=[O:15])[CH2:8][CH3:9])=[N:4][C:3]=1[C:22]1[CH:27]=[CH:26][C:25]([Cl:28])=[CH:24][CH:23]=1)[CH:30]=[CH2:29]. (4) Given the reactants [OH:1][C:2]1[CH:7]=[C:6]([OH:8])[CH:5]=[CH:4][C:3]=1[C:9](=O)[C:10]([F:13])([F:12])[F:11].Cl[CH2:16][C:17]([C:19]1[CH:24]=[CH:23][C:22]([Cl:25])=[CH:21][C:20]=1[Cl:26])=[O:18].C(=O)([O-])[O-].[K+].[K+].C(OCC)(=O)C, predict the reaction product. The product is: [Cl:26][C:20]1[CH:21]=[C:22]([Cl:25])[CH:23]=[CH:24][C:19]=1[C:17]([C:16]1[O:1][C:2]2[CH:7]=[C:6]([OH:8])[CH:5]=[CH:4][C:3]=2[C:9]=1[C:10]([F:13])([F:12])[F:11])=[O:18]. (5) Given the reactants [C:1]([C:4]1[CH:9]=[C:8]([CH3:10])[CH:7]=[C:6]([CH3:11])[C:5]=1[NH:12][C:13]([C:15]1[S:16][CH:17]=[CH:18][C:19]=1[S:20]([NH:23][C:24]1[O:28][N:27]=[C:26]([CH3:29])[C:25]=1[Cl:30])(=[O:22])=[O:21])=[O:14])(=[O:3])[CH3:2].N[C:32]1[C:37](C)=[CH:36]C(C)=[CH:34][C:33]=1C(C1CCCCC1)=O, predict the reaction product. The product is: [Cl:30][C:25]1[C:26]([CH3:29])=[N:27][O:28][C:24]=1[NH:23][S:20]([C:19]1[CH:18]=[CH:17][S:16][C:15]=1[C:13]([NH:12][C:5]1[C:6]([CH3:11])=[CH:7][C:8]([CH3:10])=[CH:9][C:4]=1[C:1]([CH:2]1[CH2:36][CH2:37][CH2:32][CH2:33][CH2:34]1)=[O:3])=[O:14])(=[O:21])=[O:22].